This data is from Reaction yield outcomes from USPTO patents with 853,638 reactions. The task is: Predict the reaction yield, written as a fraction of the theoretical maximum amount of product (1.0 means a 100% yield; for example, 0.34 means a 34% yield). (1) The reactants are [F:1][C:2]1[CH:7]=[CH:6][C:5]([C:8]2[CH:13]([OH:14])[CH2:12][N:11]([C:15]3[N:20]=[CH:19][N:18]([CH2:21][C:22]4[S:23][C:24]([C:27]([F:30])([F:29])[F:28])=[CH:25][CH:26]=4)[C:17](=[O:31])[N:16]=3)[CH2:10][CH:9]=2)=[CH:4][CH:3]=1.[C:32](OC(=O)C)(=[O:34])[CH3:33].C([O-])(=O)C.[Na+]. No catalyst specified. The product is [C:32]([O:14][CH:13]1[C:8]([C:5]2[CH:4]=[CH:3][C:2]([F:1])=[CH:7][CH:6]=2)=[CH:9][CH2:10][N:11]([C:15]2[N:20]=[CH:19][N:18]([CH2:21][C:22]3[S:23][C:24]([C:27]([F:28])([F:29])[F:30])=[CH:25][CH:26]=3)[C:17](=[O:31])[N:16]=2)[CH2:12]1)(=[O:34])[CH3:33]. The yield is 0.940. (2) The reactants are [C:1]([O:5][C:6]([N:8]1[CH2:13][CH:12]=[C:11]([C:14]2[C:23]3[C:18](=[CH:19][CH:20]=[C:21]([F:24])[CH:22]=3)[CH:17]=[C:16]([CH2:25][C:26]([O:28][CH3:29])=[O:27])[CH:15]=2)[CH2:10][CH2:9]1)=[O:7])([CH3:4])([CH3:3])[CH3:2]. The catalyst is [Pd].C(O)C. The product is [C:1]([O:5][C:6]([N:8]1[CH2:13][CH2:12][CH:11]([C:14]2[C:23]3[C:18](=[CH:19][CH:20]=[C:21]([F:24])[CH:22]=3)[CH:17]=[C:16]([CH2:25][C:26]([O:28][CH3:29])=[O:27])[CH:15]=2)[CH2:10][CH2:9]1)=[O:7])([CH3:4])([CH3:3])[CH3:2]. The yield is 0.620. (3) The reactants are [NH2:1][C:2]1[CH:7]=[CH:6][C:5]([C:8]2[S:9][C:10]3[CH:16]=[C:15]([O:17][CH3:18])[CH:14]=[CH:13][C:11]=3[N:12]=2)=[CH:4][CH:3]=1.[CH2:19]=O.C[O-].[Na+].[BH4-].[Na+]. The catalyst is CO. The product is [CH3:19][NH:1][C:2]1[CH:3]=[CH:4][C:5]([C:8]2[S:9][C:10]3[CH:16]=[C:15]([O:17][CH3:18])[CH:14]=[CH:13][C:11]=3[N:12]=2)=[CH:6][CH:7]=1. The yield is 0.720. (4) The reactants are [Cl:1][C:2]1[C:6]([Cl:7])=[C:5]([CH3:8])[NH:4][C:3]=1[C:9]([NH:11][C@@H:12]1[CH2:17][CH2:16][N:15](C(OCC)=O)[CH2:14][C@@H:13]1[O:23][CH2:24][CH2:25][CH3:26])=[O:10].[OH-].[K+].O.NN.O. The catalyst is C(O)CO. The product is [Cl:1][C:2]1[C:6]([Cl:7])=[C:5]([CH3:8])[NH:4][C:3]=1[C:9]([NH:11][C@@H:12]1[CH2:17][CH2:16][NH:15][CH2:14][C@@H:13]1[O:23][CH2:24][CH2:25][CH3:26])=[O:10]. The yield is 0.625. (5) The reactants are [CH3:1][C:2]1[N:7]=[C:6]([SH:8])[N:5]=[C:4]([OH:9])[CH:3]=1.C(=O)([O-])[O-].[K+].[K+].Br[CH2:17][C:18]1[N:19]=[CH:20][S:21][CH:22]=1. The catalyst is CN(C=O)C. The product is [CH3:1][C:2]1[N:7]=[C:6]([S:8][CH2:17][C:18]2[N:19]=[CH:20][S:21][CH:22]=2)[N:5]=[C:4]([OH:9])[CH:3]=1. The yield is 0.320. (6) The reactants are [OH:1][CH:2]1[CH2:7][CH2:6][N:5]([C:8]([O:10][C:11]([CH3:14])([CH3:13])[CH3:12])=[O:9])[CH2:4][CH2:3]1.[H-].[Na+].Cl[C:18]1[CH:23]=[C:22]([C:24]([F:27])([F:26])[F:25])[C:21]([Cl:28])=[CH:20][N:19]=1. The catalyst is COCCOC.C(OCC)(=O)C. The product is [Cl:28][C:21]1[C:22]([C:24]([F:27])([F:25])[F:26])=[CH:23][C:18]([O:1][CH:2]2[CH2:3][CH2:4][N:5]([C:8]([O:10][C:11]([CH3:14])([CH3:13])[CH3:12])=[O:9])[CH2:6][CH2:7]2)=[N:19][CH:20]=1. The yield is 1.00.